Dataset: Reaction yield outcomes from USPTO patents with 853,638 reactions. Task: Predict the reaction yield, written as a fraction of the theoretical maximum amount of product (1.0 means a 100% yield; for example, 0.34 means a 34% yield). The reactants are CON(C)[C:4](=[O:32])[C:5]1[CH:10]=[CH:9][CH:8]=[C:7]([NH:11][C:12]2[CH:17]=[C:16]([NH:18][C:19]3[CH:24]=[CH:23][C:22]([O:25][C:26]4[CH:31]=[CH:30][CH:29]=[CH:28][CH:27]=4)=[CH:21][CH:20]=3)[N:15]=[CH:14][N:13]=2)[CH:6]=1.[H-].[H-].[H-].[H-].[Li+].[Al+3]. The catalyst is C1COCC1. The product is [O:25]([C:22]1[CH:21]=[CH:20][C:19]([NH:18][C:16]2[N:15]=[CH:14][N:13]=[C:12]([NH:11][C:7]3[CH:6]=[C:5]([CH:10]=[CH:9][CH:8]=3)[CH:4]=[O:32])[CH:17]=2)=[CH:24][CH:23]=1)[C:26]1[CH:27]=[CH:28][CH:29]=[CH:30][CH:31]=1. The yield is 0.920.